From a dataset of Peptide-MHC class II binding affinity with 134,281 pairs from IEDB. Regression. Given a peptide amino acid sequence and an MHC pseudo amino acid sequence, predict their binding affinity value. This is MHC class II binding data. (1) The peptide sequence is PETEKAEEVEKIEKT. The MHC is DRB1_1201 with pseudo-sequence DRB1_1201. The binding affinity (normalized) is 0.371. (2) The peptide sequence is PRFLEYSTSECHF. The MHC is DRB3_0202 with pseudo-sequence DRB3_0202. The binding affinity (normalized) is 0.0890.